From a dataset of Full USPTO retrosynthesis dataset with 1.9M reactions from patents (1976-2016). Predict the reactants needed to synthesize the given product. (1) Given the product [Cl:1][C:2]1[N:7]2[C:8]([CH2:15][CH:16]3[CH2:21][CH2:20][C:19]([F:23])([F:22])[CH2:18][CH2:17]3)=[C:9]([C:11]([F:13])([F:14])[F:12])[N:10]=[C:6]2[CH:5]=[C:4]([C:24]([NH:26][CH2:27][C:28]2([C:31]#[N:34])[CH2:29][CH2:30]2)=[O:25])[CH:3]=1, predict the reactants needed to synthesize it. The reactants are: [Cl:1][C:2]1[N:7]2[C:8]([CH2:15][CH:16]3[CH2:21][CH2:20][C:19]([F:23])([F:22])[CH2:18][CH2:17]3)=[C:9]([C:11]([F:14])([F:13])[F:12])[N:10]=[C:6]2[CH:5]=[C:4]([C:24]([NH:26][CH2:27][C:28]2([CH:31]=O)[CH2:30][CH2:29]2)=[O:25])[CH:3]=1.Cl.[NH2:34]O.C(OC(=O)C)(=O)C.C(=O)([O-])O.[Na+]. (2) Given the product [F:11][C:9]([F:12])([F:10])[C:7]1[CH:6]=[C:5]([C:13]2[N:17]([C:18]3[CH:23]=[CH:22][CH:21]=[C:20]([Cl:24])[CH:19]=3)[N:16]=[C:15]([C:25]([N:53]3[CH2:57][C:56](=[O:58])[NH:55][CH2:54]3)=[O:27])[CH:14]=2)[CH:4]=[C:3]([C:2]([F:1])([F:28])[F:29])[CH:8]=1, predict the reactants needed to synthesize it. The reactants are: [F:1][C:2]([F:29])([F:28])[C:3]1[CH:4]=[C:5]([C:13]2[N:17]([C:18]3[CH:23]=[CH:22][CH:21]=[C:20]([Cl:24])[CH:19]=3)[N:16]=[C:15]([C:25]([OH:27])=O)[CH:14]=2)[CH:6]=[C:7]([C:9]([F:12])([F:11])[F:10])[CH:8]=1.ClC1C=C(N2C(C3C=C(F)C=C(Cl)C=3)=CC(C([N:53]3[CH2:57][C:56](=[O:58])[NH:55][CH2:54]3)=O)=N2)C=CC=1F.